From a dataset of Forward reaction prediction with 1.9M reactions from USPTO patents (1976-2016). Predict the product of the given reaction. Given the reactants [F:1][C:2]1[CH:7]=[CH:6][C:5]([C:8]([F:11])([F:10])[F:9])=[CH:4][C:3]=1[OH:12].[F:13][C:14]1[CH:19]=[CH:18][CH:17]=[CH:16][C:15]=1[CH:20](O)[CH2:21][CH2:22][CH2:23][CH2:24][N:25]1[CH2:30][CH2:29][CH:28]([C:31]2[CH:32]=[C:33]([NH:37][C:38](=[O:42])[CH:39]([CH3:41])[CH3:40])[CH:34]=[CH:35][CH:36]=2)[CH2:27][CH2:26]1.Cl, predict the reaction product. The product is: [F:13][C:14]1[CH:19]=[CH:18][CH:17]=[CH:16][C:15]=1[CH:20]([O:12][C:3]1[CH:4]=[C:5]([C:8]([F:10])([F:11])[F:9])[CH:6]=[CH:7][C:2]=1[F:1])[CH2:21][CH2:22][CH2:23][CH2:24][N:25]1[CH2:30][CH2:29][CH:28]([C:31]2[CH:32]=[C:33]([NH:37][C:38](=[O:42])[CH:39]([CH3:40])[CH3:41])[CH:34]=[CH:35][CH:36]=2)[CH2:27][CH2:26]1.